From a dataset of Forward reaction prediction with 1.9M reactions from USPTO patents (1976-2016). Predict the product of the given reaction. Given the reactants Br[CH2:2][C:3]1[CH:8]=[CH:7][CH:6]=[CH:5][C:4]=1[N+:9]([O-:11])=[O:10].[CH3:12][C:13]1([CH3:27])[C:17]([CH3:19])([CH3:18])[O:16][B:15]([C:20]2[CH:25]=[CH:24][C:23]([OH:26])=[CH:22][CH:21]=2)[O:14]1, predict the reaction product. The product is: [CH3:18][C:17]1([CH3:19])[C:13]([CH3:12])([CH3:27])[O:14][B:15]([C:20]2[CH:25]=[CH:24][C:23]([O:26][CH2:2][C:3]3[CH:8]=[CH:7][CH:6]=[CH:5][C:4]=3[N+:9]([O-:11])=[O:10])=[CH:22][CH:21]=2)[O:16]1.